From a dataset of Forward reaction prediction with 1.9M reactions from USPTO patents (1976-2016). Predict the product of the given reaction. (1) The product is: [CH3:30][O:29][C:16]1([C:14](=[O:15])[CH2:13][C:12](=[O:11])[CH2:31][CH3:32])[CH2:17][CH2:18][N:19]([C:22]([O:24][C:25]([CH3:27])([CH3:26])[CH3:28])=[O:23])[CH2:20][CH2:21]1. Given the reactants C(Cl)(=O)C(Cl)=O.CS(C)=O.[OH:11][CH:12]([CH2:31][CH3:32])[CH2:13][C:14]([C:16]1([O:29][CH3:30])[CH2:21][CH2:20][N:19]([C:22]([O:24][C:25]([CH3:28])([CH3:27])[CH3:26])=[O:23])[CH2:18][CH2:17]1)=[O:15].C(N(CC)CC)C, predict the reaction product. (2) Given the reactants [C:1]([O:5][C:6]([N:8]1[CH:12]=[C:11]([C:13]([O:15][CH3:16])=[O:14])[C:10]2[C:17](=[O:22])[CH2:18][CH2:19][CH2:20][CH2:21][C:9]1=2)=[O:7])([CH3:4])([CH3:3])[CH3:2].[Br:23]N1C(C)(C)C(=O)N(Br)C1=O.O, predict the reaction product. The product is: [CH3:16][O:15][C:13]([C:11]1[C:10]2[C:17](=[O:22])[CH:18]([Br:23])[CH2:19][CH2:20][CH2:21][C:9]=2[N:8]([C:6]([O:5][C:1]([CH3:4])([CH3:2])[CH3:3])=[O:7])[CH:12]=1)=[O:14]. (3) Given the reactants [OH-].[Na+].C[O:4][C:5](=[O:39])[CH2:6][C:7]1[CH:8]=[C:9]([C:13]2[CH:18]=[CH:17][C:16]([C:19]([CH2:37][CH3:38])([C:22]3[CH:27]=[CH:26][C:25](/[CH:28]=[CH:29]/[C:30]([CH2:34][CH3:35])([OH:33])[CH2:31][CH3:32])=[C:24]([CH3:36])[CH:23]=3)[CH2:20][CH3:21])=[CH:15][CH:14]=2)[CH:10]=[CH:11][CH:12]=1.[Cl-].[NH4+], predict the reaction product. The product is: [CH2:20]([C:19]([C:16]1[CH:15]=[CH:14][C:13]([C:9]2[CH:10]=[CH:11][CH:12]=[C:7]([CH2:6][C:5]([OH:39])=[O:4])[CH:8]=2)=[CH:18][CH:17]=1)([C:22]1[CH:27]=[CH:26][C:25](/[CH:28]=[CH:29]/[C:30]([CH2:31][CH3:32])([OH:33])[CH2:34][CH3:35])=[C:24]([CH3:36])[CH:23]=1)[CH2:37][CH3:38])[CH3:21]. (4) The product is: [CH2:1]([NH:3][S:4]([C:7]1[C:12]([Cl:13])=[CH:11][CH:10]=[C:9]([N+:14]([O-:16])=[O:15])[C:8]=1[OH:20])(=[O:6])=[O:5])[CH3:2]. Given the reactants [CH2:1]([NH:3][S:4]([C:7]1[C:12]([Cl:13])=[CH:11][CH:10]=[C:9]([N+:14]([O-:16])=[O:15])[C:8]=1Cl)(=[O:6])=[O:5])[CH3:2].[H-].[Na+].[OH2:20], predict the reaction product. (5) Given the reactants [F:1][C:2]([F:16])([F:15])[C:3]1[CH:4]=[C:5]([NH2:14])[C:6]([NH2:13])=[CH:7][C:8]=1[C:9]([F:12])([F:11])[F:10].C([O:21][C:22](=O)[CH2:23][C:24](=O)[C:25]1[CH:30]=[CH:29][CH:28]=[C:27]([C:31]2[CH:32]=[N:33][CH:34]=[CH:35][CH:36]=2)[CH:26]=1)(C)(C)C.C(O)(C(F)(F)F)=O, predict the reaction product. The product is: [N:33]1[CH:34]=[CH:35][CH:36]=[C:31]([C:27]2[CH:26]=[C:25]([C:24]3[CH2:23][C:22](=[O:21])[NH:13][C:6]4[CH:7]=[C:8]([C:9]([F:12])([F:11])[F:10])[C:3]([C:2]([F:15])([F:16])[F:1])=[CH:4][C:5]=4[N:14]=3)[CH:30]=[CH:29][CH:28]=2)[CH:32]=1.